This data is from Full USPTO retrosynthesis dataset with 1.9M reactions from patents (1976-2016). The task is: Predict the reactants needed to synthesize the given product. (1) Given the product [Cl:1][C:2]1[CH:7]=[CH:6][C:5]([S:8]([CH3:9])(=[O:11])=[O:10])=[CH:4][N:3]=1, predict the reactants needed to synthesize it. The reactants are: [Cl:1][C:2]1[CH:7]=[CH:6][C:5]([S:8][CH3:9])=[CH:4][N:3]=1.[OH2:10].[OH:11]OS([O-])=O.[K+]. (2) Given the product [C:18]12([NH:28][CH2:11][C:10]3[CH:13]=[CH:14][C:7]([O:6][CH2:5][C:4]4[CH:15]=[CH:16][CH:17]=[C:2]([F:1])[CH:3]=4)=[CH:8][CH:9]=3)[CH2:25][CH:24]3[CH2:23][CH:22]([CH2:21][CH:20]([CH2:26]3)[CH2:19]1)[CH2:27]2, predict the reactants needed to synthesize it. The reactants are: [F:1][C:2]1[CH:3]=[C:4]([CH:15]=[CH:16][CH:17]=1)[CH2:5][O:6][C:7]1[CH:14]=[CH:13][C:10]([CH:11]=O)=[CH:9][CH:8]=1.[C:18]12([NH2:28])[CH2:27][CH:22]3[CH2:23][CH:24]([CH2:26][CH:20]([CH2:21]3)[CH2:19]1)[CH2:25]2. (3) Given the product [CH2:1]([C:5]1[CH:6]=[CH:7][C:8]([C:11]#[C:12][C:13]2[CH:14]=[CH:15][C:16]([CH2:17][N:18]([CH2:19][C:20]3[CH:21]=[CH:22][C:23]([O:24][CH2:25][C:26]([O:28][CH3:29])=[O:27])=[CH:30][CH:31]=3)[S:39]([C:35]3[S:34][CH:38]=[CH:37][CH:36]=3)(=[O:41])=[O:40])=[CH:32][CH:33]=2)=[CH:9][CH:10]=1)[CH2:2][CH2:3][CH3:4], predict the reactants needed to synthesize it. The reactants are: [CH2:1]([C:5]1[CH:10]=[CH:9][C:8]([C:11]#[C:12][C:13]2[CH:33]=[CH:32][C:16]([CH2:17][NH:18][CH2:19][C:20]3[CH:31]=[CH:30][C:23]([O:24][CH2:25][C:26]([O:28][CH3:29])=[O:27])=[CH:22][CH:21]=3)=[CH:15][CH:14]=2)=[CH:7][CH:6]=1)[CH2:2][CH2:3][CH3:4].[S:34]1[CH:38]=[CH:37][CH:36]=[C:35]1[S:39](Cl)(=[O:41])=[O:40]. (4) Given the product [CH2:18]([N:11]1[CH2:12][CH2:13][C:9]([C:4]2[CH:5]=[C:6]([F:8])[CH:7]=[C:2]([F:1])[CH:3]=2)([O:14][CH3:15])[CH2:10]1)[C:19]1[CH:24]=[CH:23][CH:22]=[CH:21][CH:20]=1, predict the reactants needed to synthesize it. The reactants are: [F:1][C:2]1[CH:3]=[C:4]([C:9]2([O:14][CH3:15])[CH2:13][CH2:12][NH:11][CH2:10]2)[CH:5]=[C:6]([F:8])[CH:7]=1.[H-].[Na+].[CH2:18](Br)[C:19]1[CH:24]=[CH:23][CH:22]=[CH:21][CH:20]=1.Cl. (5) Given the product [CH2:1]([O:8][C:9]1[CH:14]=[CH:13][N:12]=[C:11](/[N:15]=[CH:18]\[N:19]([CH3:21])[CH3:20])[CH:10]=1)[C:2]1[CH:3]=[CH:4][CH:5]=[CH:6][CH:7]=1, predict the reactants needed to synthesize it. The reactants are: [CH2:1]([O:8][C:9]1[CH:14]=[CH:13][N:12]=[C:11]([NH2:15])[CH:10]=1)[C:2]1[CH:7]=[CH:6][CH:5]=[CH:4][CH:3]=1.CO[CH:18](OC)[N:19]([CH3:21])[CH3:20]. (6) Given the product [OH:28][CH2:27][C:11]1[CH:10]=[C:9]([O:8][CH3:7])[C:22]2[C:21]3[NH:20][CH2:19][CH2:18][CH2:17][C:16]=3[C:15](=[O:23])[N:14]([CH2:24][O:25][CH3:26])[C:13]=2[CH:12]=1, predict the reactants needed to synthesize it. The reactants are: [H-].[Al+3].[Li+].[H-].[H-].[H-].[CH3:7][O:8][C:9]1[C:22]2[C:21]3[NH:20][CH2:19][CH2:18][CH2:17][C:16]=3[C:15](=[O:23])[N:14]([CH2:24][O:25][CH3:26])[C:13]=2[CH:12]=[C:11]([C:27](OCC)=[O:28])[CH:10]=1.[Cl-].[NH4+].